This data is from Reaction yield outcomes from USPTO patents with 853,638 reactions. The task is: Predict the reaction yield, written as a fraction of the theoretical maximum amount of product (1.0 means a 100% yield; for example, 0.34 means a 34% yield). (1) The reactants are Cl[C:2]1[CH:7]=[C:6]([NH2:8])[CH:5]=[CH:4][N:3]=1.[OH-].[Na+].[CH2:11]([OH:15])[CH2:12][CH2:13][CH3:14]. The catalyst is O. The product is [CH2:11]([O:15][C:2]1[CH:7]=[C:6]([NH2:8])[CH:5]=[CH:4][N:3]=1)[CH2:12][CH2:13][CH3:14]. The yield is 0.980. (2) The reactants are C1(C)C=CC=CC=1.O1CCCC1.[NH2:13][C:14]1[C:22]2[C:17](=[CH:18][CH:19]=[C:20]([C:23]3[C:28]([Cl:29])=[CH:27][CH:26]=[CH:25][N:24]=3)[CH:21]=2)[N:16](C(OC(C)(C)C)=O)[N:15]=1.[CH2:37]([N:39]=[C:40]=[O:41])[CH3:38]. The catalyst is C(N(CC)CC)C. The product is [Cl:29][C:28]1[C:23]([C:20]2[CH:21]=[C:22]3[C:17](=[CH:18][CH:19]=2)[NH:16][N:15]=[C:14]3[NH:13][C:40]([NH:39][CH2:37][CH3:38])=[O:41])=[N:24][CH:25]=[CH:26][CH:27]=1. The yield is 0.450. (3) The reactants are [CH2:1]([C:9]1[CH:15]=[CH:14][C:12]([NH2:13])=[CH:11][CH:10]=1)[CH2:2][CH2:3][CH2:4][CH2:5][CH2:6][CH2:7][CH3:8].[N:16]([CH2:19][CH2:20][C:21]([O:23][CH2:24][CH3:25])=[O:22])=[C:17]=[O:18]. The catalyst is C(Cl)Cl. The product is [CH2:1]([C:9]1[CH:10]=[CH:11][C:12]([NH:13][C:17](=[O:18])[NH:16][CH2:19][CH2:20][C:21]([O:23][CH2:24][CH3:25])=[O:22])=[CH:14][CH:15]=1)[CH2:2][CH2:3][CH2:4][CH2:5][CH2:6][CH2:7][CH3:8]. The yield is 0.870. (4) The reactants are [N+:1]([CH2:3][C:4]([O:6]C)=O)#[C-:2].Cl.[F:9][C@@H:10]1[CH2:14][CH2:13][NH:12][CH2:11]1.C(N(CC)CC)C. The catalyst is CO. The product is [F:9][C@@H:10]1[CH2:14][CH2:13][N:12]([C:4](=[O:6])[CH2:3][N+:1]#[C-:2])[CH2:11]1. The yield is 0.770.